Dataset: Peptide-MHC class I binding affinity with 185,985 pairs from IEDB/IMGT. Task: Regression. Given a peptide amino acid sequence and an MHC pseudo amino acid sequence, predict their binding affinity value. This is MHC class I binding data. (1) The binding affinity (normalized) is 0.298. The MHC is Patr-A0901 with pseudo-sequence Patr-A0901. The peptide sequence is NYTIFKVRM. (2) The peptide sequence is AEQASQEVKNW. The MHC is HLA-A33:01 with pseudo-sequence HLA-A33:01. The binding affinity (normalized) is 0. (3) The peptide sequence is VPRRKAKII. The MHC is HLA-A02:02 with pseudo-sequence HLA-A02:02. The binding affinity (normalized) is 0.0346. (4) The peptide sequence is KRINSLIKY. The MHC is HLA-B15:17 with pseudo-sequence HLA-B15:17. The binding affinity (normalized) is 0.0847. (5) The peptide sequence is GAFDLSHFL. The MHC is HLA-A23:01 with pseudo-sequence HLA-A23:01. The binding affinity (normalized) is 0.